Dataset: Forward reaction prediction with 1.9M reactions from USPTO patents (1976-2016). Task: Predict the product of the given reaction. Given the reactants C([O:5][C:6]([CH:8]1[CH2:13][CH2:12][N:11]([C:14]2[C:22]3[C:17](=[CH:18][C:19]([C:23](O)=[O:24])=[CH:20][CH:21]=3)[N:16]([C:26](=[O:38])[C:27]3[C:32]([C:33]([F:36])([F:35])[F:34])=[CH:31][CH:30]=[CH:29][C:28]=3[Cl:37])[N:15]=2)[CH2:10][CH2:9]1)=[O:7])(C)(C)C.Cl.[CH3:40][O:41][CH:42]1[CH2:45][NH:44][CH2:43]1.CN(C(ON1N=NC2C=CC=NC1=2)=[N+](C)C)C.F[P-](F)(F)(F)(F)F.CCN(C(C)C)C(C)C.C(O)(C(F)(F)F)=O, predict the reaction product. The product is: [Cl:37][C:28]1[CH:29]=[CH:30][CH:31]=[C:32]([C:33]([F:36])([F:35])[F:34])[C:27]=1[C:26]([N:16]1[C:17]2[C:22](=[CH:21][CH:20]=[C:19]([C:23]([N:44]3[CH2:45][CH:42]([O:41][CH3:40])[CH2:43]3)=[O:24])[CH:18]=2)[C:14]([N:11]2[CH2:10][CH2:9][CH:8]([C:6]([OH:5])=[O:7])[CH2:13][CH2:12]2)=[N:15]1)=[O:38].